The task is: Regression. Given two drug SMILES strings and cell line genomic features, predict the synergy score measuring deviation from expected non-interaction effect.. This data is from NCI-60 drug combinations with 297,098 pairs across 59 cell lines. Drug 1: C1=CC(=C2C(=C1NCCNCCO)C(=O)C3=C(C=CC(=C3C2=O)O)O)NCCNCCO. Drug 2: COC1=NC(=NC2=C1N=CN2C3C(C(C(O3)CO)O)O)N. Cell line: EKVX. Synergy scores: CSS=28.3, Synergy_ZIP=6.94, Synergy_Bliss=5.57, Synergy_Loewe=-29.6, Synergy_HSA=-0.584.